This data is from Forward reaction prediction with 1.9M reactions from USPTO patents (1976-2016). The task is: Predict the product of the given reaction. The product is: [NH2:28][C:6]1[CH:7]=[C:8]([NH:11][C:12]([C:14]2[C:15]([NH:20][CH2:21][C:22]3[CH:27]=[CH:26][CH:25]=[CH:24][N:23]=3)=[N:16][CH:17]=[CH:18][CH:19]=2)=[O:13])[CH:9]=[CH:10][C:5]=1[C:1]([CH3:3])([CH3:2])[CH3:4]. Given the reactants [C:1]([C:5]1[CH:10]=[CH:9][C:8]([NH:11][C:12]([C:14]2[C:15]([NH:20][CH2:21][C:22]3[CH:27]=[CH:26][CH:25]=[CH:24][N:23]=3)=[N:16][CH:17]=[CH:18][CH:19]=2)=[O:13])=[CH:7][C:6]=1[N+:28]([O-])=O)([CH3:4])([CH3:3])[CH3:2].[NH4+].[Cl-], predict the reaction product.